Dataset: Reaction yield outcomes from USPTO patents with 853,638 reactions. Task: Predict the reaction yield, written as a fraction of the theoretical maximum amount of product (1.0 means a 100% yield; for example, 0.34 means a 34% yield). (1) The reactants are [CH:1]1([C:7]2[N:12]3[N:13]=[CH:14][C:15]([C:16]#[N:17])=[C:11]3[N:10]=[CH:9][C:8]=2[C:18]2[CH:23]=[CH:22][C:21](I)=[CH:20][CH:19]=2)[CH2:6][CH2:5][CH2:4][CH2:3][CH2:2]1.[CH3:25][S:26]([C:29]1[CH:34]=[CH:33][C:32](B(O)O)=[CH:31][CH:30]=1)(=[O:28])=[O:27].P([O-])([O-])([O-])=O.[K+].[K+].[K+].O1CCOCC1. The catalyst is [Pd].C(OCC)(=O)C. The product is [CH:1]1([C:7]2[N:12]3[N:13]=[CH:14][C:15]([C:16]#[N:17])=[C:11]3[N:10]=[CH:9][C:8]=2[C:18]2[CH:23]=[CH:22][C:21]([C:32]3[CH:33]=[CH:34][C:29]([S:26]([CH3:25])(=[O:28])=[O:27])=[CH:30][CH:31]=3)=[CH:20][CH:19]=2)[CH2:6][CH2:5][CH2:4][CH2:3][CH2:2]1. The yield is 0.620. (2) The reactants are Cl[C:2]1[CH:3]=[CH:4][C:5]2[N:11]3[CH2:12][C@H:8]([CH2:9][CH2:10]3)[N:7]([C:13]([NH:15][C:16]3[CH:21]=[CH:20][CH:19]=[CH:18][N:17]=3)=[O:14])[C:6]=2[N:22]=1.[F:23][C:24]([F:32])([F:31])[CH:25]1[O:30][CH2:29][CH2:28][NH:27][CH2:26]1.C1(P(C2CCCCC2)C2C=CC=CC=2C2C(C(C)C)=CC(C(C)C)=CC=2C(C)C)CCCCC1.C(=O)([O-])[O-].[K+].[K+]. The catalyst is O1CCOCC1.C([O-])(=O)C.[Pd+2].C([O-])(=O)C.C(OCC)(=O)C.O. The product is [N:17]1[CH:18]=[CH:19][CH:20]=[CH:21][C:16]=1[NH:15][C:13]([N:7]1[C@@H:8]2[CH2:12][N:11]([CH2:10][CH2:9]2)[C:5]2[CH:4]=[CH:3][C:2]([N:27]3[CH2:28][CH2:29][O:30][CH:25]([C:24]([F:32])([F:31])[F:23])[CH2:26]3)=[N:22][C:6]1=2)=[O:14]. The yield is 0.460.